This data is from Forward reaction prediction with 1.9M reactions from USPTO patents (1976-2016). The task is: Predict the product of the given reaction. (1) Given the reactants [F:1][CH2:2][CH2:3]I.C(=O)([O-])[O-].[K+].[K+].[C:11]([O:15][C:16]([NH:18][C@@H:19]([CH2:27][CH2:28][CH:29]([CH2:37][C:38]1[CH:43]=[CH:42][C:41]([OH:44])=[CH:40][CH:39]=1)[C:30]([O:32][C:33]([CH3:36])([CH3:35])[CH3:34])=[O:31])[C:20]([O:22][C:23]([CH3:26])([CH3:25])[CH3:24])=[O:21])=[O:17])([CH3:14])([CH3:13])[CH3:12], predict the reaction product. The product is: [C:11]([O:15][C:16]([NH:18][C@@H:19]([CH2:27][CH2:28][CH:29]([CH2:37][C:38]1[CH:39]=[CH:40][C:41]([O:44][CH2:3][CH2:2][F:1])=[CH:42][CH:43]=1)[C:30]([O:32][C:33]([CH3:34])([CH3:35])[CH3:36])=[O:31])[C:20]([O:22][C:23]([CH3:26])([CH3:24])[CH3:25])=[O:21])=[O:17])([CH3:12])([CH3:13])[CH3:14]. (2) The product is: [CH:1]1([C:4]2[NH:24][C:7]3[N:8]=[N:9][C:10]([CH2:12][CH2:13][CH2:14][CH2:15][N:16]4[CH:20]=[C:19]([C:21]([NH:56][CH2:55][C:50]5[CH:51]=[CH:52][CH:53]=[CH:54][N:49]=5)=[O:23])[N:18]=[N:17]4)=[CH:11][C:6]=3[CH:5]=2)[CH2:2][CH2:3]1. Given the reactants [CH:1]1([C:4]2[NH:24][C:7]3[N:8]=[N:9][C:10]([CH2:12][CH2:13][CH2:14][CH2:15][N:16]4[CH:20]=[C:19]([C:21]([OH:23])=O)[N:18]=[N:17]4)=[CH:11][C:6]=3[CH:5]=2)[CH2:3][CH2:2]1.CN(C(ON1N=NC2C=CC=NC1=2)=[N+](C)C)C.F[P-](F)(F)(F)(F)F.[N:49]1[CH:54]=[CH:53][CH:52]=[CH:51][C:50]=1[CH2:55][NH2:56].CCN(C(C)C)C(C)C, predict the reaction product. (3) Given the reactants [C:1]([O:5][C:6]([N:8]1[CH2:12][CH2:11][CH2:10][CH:9]1[C:13]1[NH:14][C:15]([C:18]2[CH:23]=[CH:22][C:21]([C:24]3[CH:29]=[CH:28][C:27]([C:30]4[NH:31][C:32]([CH:35]5[CH2:39][CH2:38][CH2:37][N:36]5[C:40](=[O:53])[CH:41]([NH:48][C:49]([O:51][CH3:52])=[O:50])[CH2:42][CH2:43]C(F)(F)F)=[N:33][CH:34]=4)=[CH:26][CH:25]=3)=[CH:20][CH:19]=2)=[CH:16][N:17]=1)=[O:7])([CH3:4])([CH3:3])[CH3:2].COC(=O)C(NC(OC)=O)CC[O:60][CH2:61][C:62]([F:65])([F:64])[F:63], predict the reaction product. The product is: [C:1]([O:5][C:6]([N:8]1[CH2:12][CH2:11][CH2:10][CH:9]1[C:13]1[NH:14][C:15]([C:18]2[CH:23]=[CH:22][C:21]([C:24]3[CH:29]=[CH:28][C:27]([C:30]4[NH:31][C:32]([CH:35]5[CH2:39][CH2:38][CH2:37][N:36]5[C:40](=[O:53])[CH:41]([NH:48][C:49]([O:51][CH3:52])=[O:50])[CH2:42][CH2:43][O:60][CH2:61][C:62]([F:65])([F:64])[F:63])=[N:33][CH:34]=4)=[CH:26][CH:25]=3)=[CH:20][CH:19]=2)=[CH:16][N:17]=1)=[O:7])([CH3:3])([CH3:4])[CH3:2]. (4) Given the reactants [CH3:1][C:2]1[CH:7]=[CH:6][C:5]([S:8]([NH:11][CH2:12][CH2:13][C:14]2[CH:19]=[CH:18][CH:17]=[CH:16][C:15]=2[O:20][CH2:21][CH2:22][N:23]2[CH2:28][CH2:27][CH2:26][CH2:25][CH2:24]2)(=[O:10])=[O:9])=[CH:4][CH:3]=1.[C:29]([OH:33])(=[O:32])[CH:30]=O, predict the reaction product. The product is: [N:23]1([CH2:22][CH2:21][O:20][C:15]2[CH:16]=[CH:17][CH:18]=[C:19]3[C:14]=2[CH2:13][CH2:12][N:11]([S:8]([C:5]2[CH:4]=[CH:3][C:2]([CH3:1])=[CH:7][CH:6]=2)(=[O:10])=[O:9])[CH:30]3[C:29]([OH:33])=[O:32])[CH2:28][CH2:27][CH2:26][CH2:25][CH2:24]1.